From a dataset of Forward reaction prediction with 1.9M reactions from USPTO patents (1976-2016). Predict the product of the given reaction. (1) Given the reactants [OH2:1].[C:2]([O:21][CH2:22][C@H:23]1[O:29][C@H:28]([CH2:30][O:31]C(C2C=CC=CC=2)(C2C=CC=CC=2)C2C=CC=CC=2)[C@@H:26]([OH:27])[C@@H:24]1[OH:25])([C:15]1[CH:20]=[CH:19][CH:18]=[CH:17][CH:16]=1)(C1C=CC=CC=1)C1C=CC=CC=1, predict the reaction product. The product is: [C:2]([O:21][C@H:22]1[C@H:26]([O:27][C:2](=[O:21])[C:15]2[CH:20]=[CH:19][CH:18]=[CH:17][CH:16]=2)[C@@H:28]([CH2:30][OH:31])[O:29][C@@H:23]1[CH2:24][OH:25])(=[O:1])[C:15]1[CH:20]=[CH:19][CH:18]=[CH:17][CH:16]=1. (2) Given the reactants [F:1][C:2]1[CH:7]=[CH:6][C:5]([N:8]2[C:16]3[C:11](=[CH:12][C:13]([O:17][C@@H:18]([C:22]4[CH:27]=[CH:26][CH:25]=[CH:24][CH:23]=4)[C@H:19]([NH2:21])[CH3:20])=[CH:14][CH:15]=3)[CH:10]=[N:9]2)=[CH:4][CH:3]=1.[C:28](Cl)(=[O:31])[O:29][CH3:30], predict the reaction product. The product is: [F:1][C:2]1[CH:3]=[CH:4][C:5]([N:8]2[C:16]3[C:11](=[CH:12][C:13]([O:17][C@H:18]([C:22]4[CH:23]=[CH:24][CH:25]=[CH:26][CH:27]=4)[C@@H:19]([NH:21][C:28](=[O:31])[O:29][CH3:30])[CH3:20])=[CH:14][CH:15]=3)[CH:10]=[N:9]2)=[CH:6][CH:7]=1. (3) Given the reactants Cl[C:2]1[S:3][C:4]2[CH:10]=[C:9]([F:11])[CH:8]=[CH:7][C:5]=2[N:6]=1.FC(F)(F)C(O)=O.[NH:19]1[CH2:23][CH2:22][CH:21]([CH2:24][O:25][C:26]2[CH:31]=[CH:30][CH:29]=[CH:28][C:27]=2[NH:32][S:33]([C:36]2[CH:41]=[CH:40][CH:39]=[CH:38][N:37]=2)(=[O:35])=[O:34])[CH2:20]1, predict the reaction product. The product is: [F:11][C:9]1[CH:8]=[CH:7][C:5]2[N:6]=[C:2]([N:19]3[CH2:23][CH2:22][CH:21]([CH2:24][O:25][C:26]4[CH:31]=[CH:30][CH:29]=[CH:28][C:27]=4[NH:32][S:33]([C:36]4[CH:41]=[CH:40][CH:39]=[CH:38][N:37]=4)(=[O:34])=[O:35])[CH2:20]3)[S:3][C:4]=2[CH:10]=1. (4) Given the reactants [H][H].[CH2:3]([O:6][CH:7]1[CH2:16][C:15]2[C:10](=[CH:11][C:12]([O:25]CC3C=CC=CC=3)=[CH:13][C:14]=2[O:17]CC2C=CC=CC=2)[O:9][CH:8]1[C:33]1[CH:38]=[CH:37][C:36]([O:39]CC2C=CC=CC=2)=[C:35]([O:47]CC2C=CC=CC=2)[CH:34]=1)[CH:4]=[CH2:5], predict the reaction product. The product is: [OH:47][C:35]1[CH:34]=[C:33]([CH:8]2[CH:7]([O:6][CH2:3][CH2:4][CH3:5])[CH2:16][C:15]3[C:14]([OH:17])=[CH:13][C:12]([OH:25])=[CH:11][C:10]=3[O:9]2)[CH:38]=[CH:37][C:36]=1[OH:39]. (5) Given the reactants N(C(OCC)=O)=NC(OCC)=O.[F:13][C:14]1([F:22])[CH2:19][C@H:18]2[CH2:20][C@@H:15]1[CH2:16][C@H:17]2O.[C:23]1(=[O:33])[NH:27][C:26](=[O:28])[C:25]2=[CH:29][CH:30]=[CH:31][CH:32]=[C:24]12.C1(P(C2C=CC=CC=2)C2C=CC=CC=2)C=CC=CC=1, predict the reaction product. The product is: [F:13][C:14]1([F:22])[CH2:19][C@H:18]2[CH2:20][C@@H:15]1[CH2:16][C@@H:17]2[N:27]1[C:23](=[O:33])[C:24]2[C:25](=[CH:29][CH:30]=[CH:31][CH:32]=2)[C:26]1=[O:28]. (6) Given the reactants [CH3:1][O:2][C:3]1[CH:8]=[C:7]([O:9][CH3:10])[CH:6]=[CH:5][C:4]=1[CH2:11][NH:12][C:13]([C:15]1[CH:16]=[C:17]([CH:22]=[CH:23][C:24]=1[Cl:25])[C:18]([O:20]C)=[O:19])=[O:14].[Li+].[OH-].Cl, predict the reaction product. The product is: [CH3:1][O:2][C:3]1[CH:8]=[C:7]([O:9][CH3:10])[CH:6]=[CH:5][C:4]=1[CH2:11][NH:12][C:13]([C:15]1[CH:16]=[C:17]([CH:22]=[CH:23][C:24]=1[Cl:25])[C:18]([OH:20])=[O:19])=[O:14]. (7) Given the reactants [Cl:1][C:2]1[N:7]=[CH:6][N:5]=[C:4]([C:8]([NH:10][C:11]2[CH:25]=[CH:24][C:14]([CH2:15][NH:16]C(=O)OC(C)(C)C)=[CH:13][CH:12]=2)=[O:9])[CH:3]=1.[CH:26]1([CH2:29][NH:30][CH2:31][CH2:32][O:33][CH3:34])[CH2:28][CH2:27]1, predict the reaction product. The product is: [ClH:1].[NH2:16][CH2:15][C:14]1[CH:13]=[CH:12][C:11]([NH:10][C:8]([C:4]2[CH:3]=[C:2]([N:30]([CH2:29][CH:26]3[CH2:28][CH2:27]3)[CH2:31][CH2:32][O:33][CH3:34])[N:7]=[CH:6][N:5]=2)=[O:9])=[CH:25][CH:24]=1.